This data is from Full USPTO retrosynthesis dataset with 1.9M reactions from patents (1976-2016). The task is: Predict the reactants needed to synthesize the given product. The reactants are: [CH3:1][NH:2][C@@H:3]1[CH2:8][CH2:7][CH2:6][N:5]([C:9]([O:11]C(C)(C)C)=O)[CH2:4]1.Cl[C:17]1[C:18]2[C:25]([CH2:26][CH2:27][O:28][CH3:29])=[CH:24][N:23](S(C3C=CC(C)=CC=3)(=O)=O)[C:19]=2[N:20]=[CH:21][N:22]=1.[C:40](O)(=O)/[CH:41]=C/C.C(O)(=O)C=C.CCN=C=NCCCN(C)C.Cl.CCN(C(C)C)C(C)C.C(Cl)Cl. Given the product [CH3:29][O:28][CH2:27][CH2:26][C:25]1[C:18]2[C:17]([N:2]([CH3:1])[C@@H:3]3[CH2:8][CH2:7][CH2:6][N:5]([C:9](=[O:11])[CH:40]=[CH2:41])[CH2:4]3)=[N:22][CH:21]=[N:20][C:19]=2[NH:23][CH:24]=1, predict the reactants needed to synthesize it.